From a dataset of Reaction yield outcomes from USPTO patents with 853,638 reactions. Predict the reaction yield, written as a fraction of the theoretical maximum amount of product (1.0 means a 100% yield; for example, 0.34 means a 34% yield). (1) The reactants are [CH3:1][O:2][CH2:3][C:4]([OH:6])=O.ON1C2C=CC=CC=2N=N1.CN1CCOCC1.N=C=N.[NH2:27][CH2:28][C:29]1[CH:30]=[C:31]([CH:52]=[CH:53][CH:54]=1)[CH2:32][N:33]1[C:38]([CH3:39])=[CH:37][C:36]([O:40][CH2:41][C:42]2[CH:47]=[CH:46][C:45]([F:48])=[CH:44][C:43]=2[F:49])=[C:35]([Br:50])[C:34]1=[O:51].CN=C=O. The catalyst is CN(C)C=O.O1CCCC1. The product is [Br:50][C:35]1[C:34](=[O:51])[N:33]([CH2:32][C:31]2[CH:30]=[C:29]([CH:54]=[CH:53][CH:52]=2)[CH2:28][NH:27][C:4](=[O:6])[CH2:3][O:2][CH3:1])[C:38]([CH3:39])=[CH:37][C:36]=1[O:40][CH2:41][C:42]1[CH:47]=[CH:46][C:45]([F:48])=[CH:44][C:43]=1[F:49]. The yield is 0.894. (2) The reactants are [O:1]1[CH:5]=[CH:4][C:3]([C:6]([OH:8])=[O:7])=[CH:2]1.[BrH:9].[NH+]1C=CC=CC=1. The catalyst is C(O)(=O)C. The product is [Br:9][C:5]1[O:1][CH:2]=[C:3]([C:6]([OH:8])=[O:7])[CH:4]=1. The yield is 0.210. (3) The reactants are [CH2:1]([O:3][C:4]([C@@H:6]1[C@@H:8]([CH2:9][OH:10])[NH:7]1)=[O:5])[CH3:2].[CH3:11][C:12]([Si:15](Cl)([CH3:17])[CH3:16])([CH3:14])[CH3:13].O. The catalyst is CN(C1C=CN=CC=1)C.C(Cl)Cl. The product is [CH2:1]([O:3][C:4]([CH:6]1[CH:8]([CH2:9][O:10][Si:15]([C:12]([CH3:14])([CH3:13])[CH3:11])([CH3:17])[CH3:16])[NH:7]1)=[O:5])[CH3:2]. The yield is 0.990. (4) The reactants are [Cl:1][C:2]1[S:6][C:5]([C:7]([O:9]C)=[O:8])=[CH:4][C:3]=1[C:11]1[N:15]([CH3:16])[N:14]=[CH:13][CH:12]=1.C1C(=O)N([Cl:24])C(=O)C1.[OH-].[Na+]. The catalyst is O1CCCC1.O.C(Cl)Cl. The product is [Cl:1][C:2]1[S:6][C:5]([C:7]([OH:9])=[O:8])=[CH:4][C:3]=1[C:11]1[N:15]([CH3:16])[N:14]=[CH:13][C:12]=1[Cl:24]. The yield is 0.480. (5) The reactants are [OH:1][C:2]1[CH:10]=[C:9]2[C:5]([CH:6]=[C:7]([C:11]([OH:13])=O)[NH:8]2)=[CH:4][CH:3]=1.C(N(CC)CC)C.[CH2:21]([CH:28]1[CH2:33][CH2:32][NH:31][CH2:30][CH2:29]1)[C:22]1[CH:27]=[CH:26][CH:25]=[CH:24][CH:23]=1.CN(C(ON1N=NC2C=CC=CC1=2)=[N+](C)C)C.F[P-](F)(F)(F)(F)F. The catalyst is CN(C)C=O. The product is [CH2:21]([CH:28]1[CH2:33][CH2:32][N:31]([C:11]([C:7]2[NH:8][C:9]3[C:5]([CH:6]=2)=[CH:4][CH:3]=[C:2]([OH:1])[CH:10]=3)=[O:13])[CH2:30][CH2:29]1)[C:22]1[CH:27]=[CH:26][CH:25]=[CH:24][CH:23]=1. The yield is 0.710. (6) The reactants are [C:1]([C:5]1[CH:6]=[CH:7][C:8]2[O:13][CH2:12][C:11](=[O:14])[NH:10][C:9]=2[CH:15]=1)([CH3:4])([CH3:3])[CH3:2].C([O-])([O-])=O.[Cs+].[Cs+].[Cl:22][CH2:23][CH2:24][CH2:25]I. The catalyst is CCCCCCC.CCOC(C)=O. The product is [C:1]([C:5]1[CH:6]=[CH:7][C:8]2[O:13][CH2:12][C:11](=[O:14])[N:10]([CH2:25][CH2:24][CH2:23][Cl:22])[C:9]=2[CH:15]=1)([CH3:4])([CH3:2])[CH3:3]. The yield is 0.490. (7) The reactants are [NH2:1][CH2:2][C:3]1[CH:4]=[C:5]([CH:15]=[CH:16][CH:17]=1)[CH2:6][NH:7][C:8](=[O:14])[O:9][C:10]([CH3:13])([CH3:12])[CH3:11].CO.[F:20][C:21]([F:31])([F:30])[C:22]1[CH:29]=[CH:28][C:25]([CH:26]=O)=[CH:24][CH:23]=1.C(O[BH-](OC(=O)C)OC(=O)C)(=O)C.[Na+].Cl. No catalyst specified. The product is [F:20][C:21]([F:30])([F:31])[C:22]1[CH:29]=[CH:28][C:25]([CH2:26][NH:1][CH2:2][C:3]2[CH:4]=[C:5]([CH:15]=[CH:16][CH:17]=2)[CH2:6][NH:7][C:8](=[O:14])[O:9][C:10]([CH3:12])([CH3:13])[CH3:11])=[CH:24][CH:23]=1. The yield is 0.470. (8) The reactants are C([O:3][C:4](=[O:24])[CH2:5][CH2:6][C:7]1[CH:12]=[CH:11][C:10]([O:13][CH2:14][CH:15]([CH3:22])[CH2:16][O:17]S(C)(=O)=O)=[CH:9][C:8]=1[CH3:23])C.[O:25]([C:32]1[CH:37]=[C:36]([C:38]([F:41])([F:40])[F:39])[CH:35]=[CH:34][C:33]=1O)[C:26]1[CH:31]=[CH:30][CH:29]=[CH:28][CH:27]=1. No catalyst specified. The product is [CH3:23][C:8]1[CH:9]=[C:10]([O:13][CH2:14][CH:15]([CH3:22])[CH2:16][O:17][C:33]2[CH:34]=[CH:35][C:36]([C:38]([F:41])([F:40])[F:39])=[CH:37][C:32]=2[O:25][C:26]2[CH:27]=[CH:28][CH:29]=[CH:30][CH:31]=2)[CH:11]=[CH:12][C:7]=1[CH2:6][CH2:5][C:4]([OH:3])=[O:24]. The yield is 0.960. (9) The reactants are [Br:1][CH2:2][CH2:3][C:4]1[CH:5]=[C:6]([OH:10])[CH:7]=[CH:8][CH:9]=1. The catalyst is C(Cl)Cl. The product is [Br:1][CH2:2][CH2:3][C:4]1[CH:9]=[CH:8][CH:7]=[C:6]([O:10][C:4]([CH3:5])([CH3:9])[CH3:3])[CH:5]=1. The yield is 0.710.